From a dataset of NCI-60 drug combinations with 297,098 pairs across 59 cell lines. Regression. Given two drug SMILES strings and cell line genomic features, predict the synergy score measuring deviation from expected non-interaction effect. (1) Drug 1: CC1CCC2CC(C(=CC=CC=CC(CC(C(=O)C(C(C(=CC(C(=O)CC(OC(=O)C3CCCCN3C(=O)C(=O)C1(O2)O)C(C)CC4CCC(C(C4)OC)OCCO)C)C)O)OC)C)C)C)OC. Drug 2: COC1=C2C(=CC3=C1OC=C3)C=CC(=O)O2. Cell line: T-47D. Synergy scores: CSS=2.41, Synergy_ZIP=-3.87, Synergy_Bliss=-2.59, Synergy_Loewe=-2.24, Synergy_HSA=-1.64. (2) Drug 1: CC1=C(C=C(C=C1)NC(=O)C2=CC=C(C=C2)CN3CCN(CC3)C)NC4=NC=CC(=N4)C5=CN=CC=C5. Drug 2: CNC(=O)C1=NC=CC(=C1)OC2=CC=C(C=C2)NC(=O)NC3=CC(=C(C=C3)Cl)C(F)(F)F. Cell line: HS 578T. Synergy scores: CSS=-1.01, Synergy_ZIP=-0.562, Synergy_Bliss=-2.27, Synergy_Loewe=-32.9, Synergy_HSA=-3.79. (3) Drug 1: CCC(=C(C1=CC=CC=C1)C2=CC=C(C=C2)OCCN(C)C)C3=CC=CC=C3.C(C(=O)O)C(CC(=O)O)(C(=O)O)O. Drug 2: B(C(CC(C)C)NC(=O)C(CC1=CC=CC=C1)NC(=O)C2=NC=CN=C2)(O)O. Cell line: CCRF-CEM. Synergy scores: CSS=69.4, Synergy_ZIP=2.91, Synergy_Bliss=2.49, Synergy_Loewe=-21.9, Synergy_HSA=2.88.